This data is from NCI-60 drug combinations with 297,098 pairs across 59 cell lines. The task is: Regression. Given two drug SMILES strings and cell line genomic features, predict the synergy score measuring deviation from expected non-interaction effect. (1) Drug 2: B(C(CC(C)C)NC(=O)C(CC1=CC=CC=C1)NC(=O)C2=NC=CN=C2)(O)O. Cell line: HCC-2998. Synergy scores: CSS=80.7, Synergy_ZIP=4.80, Synergy_Bliss=5.39, Synergy_Loewe=-14.9, Synergy_HSA=1.63. Drug 1: CCC(=C(C1=CC=CC=C1)C2=CC=C(C=C2)OCCN(C)C)C3=CC=CC=C3.C(C(=O)O)C(CC(=O)O)(C(=O)O)O. (2) Drug 1: C1=NC2=C(N=C(N=C2N1C3C(C(C(O3)CO)O)O)F)N. Drug 2: C1=NNC2=C1C(=O)NC=N2. Cell line: LOX IMVI. Synergy scores: CSS=-6.80, Synergy_ZIP=0.0173, Synergy_Bliss=-4.54, Synergy_Loewe=-8.94, Synergy_HSA=-8.47. (3) Drug 1: CC(C1=C(C=CC(=C1Cl)F)Cl)OC2=C(N=CC(=C2)C3=CN(N=C3)C4CCNCC4)N. Drug 2: CC1C(C(CC(O1)OC2CC(OC(C2O)C)OC3=CC4=CC5=C(C(=O)C(C(C5)C(C(=O)C(C(C)O)O)OC)OC6CC(C(C(O6)C)O)OC7CC(C(C(O7)C)O)OC8CC(C(C(O8)C)O)(C)O)C(=C4C(=C3C)O)O)O)O. Cell line: OVCAR-8. Synergy scores: CSS=6.48, Synergy_ZIP=30.4, Synergy_Bliss=27.4, Synergy_Loewe=27.8, Synergy_HSA=27.0. (4) Drug 1: CC1C(C(CC(O1)OC2CC(CC3=C2C(=C4C(=C3O)C(=O)C5=C(C4=O)C(=CC=C5)OC)O)(C(=O)C)O)N)O.Cl. Drug 2: C1=CN(C=N1)CC(O)(P(=O)(O)O)P(=O)(O)O. Cell line: SR. Synergy scores: CSS=10.1, Synergy_ZIP=-20.9, Synergy_Bliss=-37.1, Synergy_Loewe=-53.2, Synergy_HSA=-34.5. (5) Drug 1: CC1=C2C(C(=O)C3(C(CC4C(C3C(C(C2(C)C)(CC1OC(=O)C(C(C5=CC=CC=C5)NC(=O)OC(C)(C)C)O)O)OC(=O)C6=CC=CC=C6)(CO4)OC(=O)C)OC)C)OC. Drug 2: N.N.Cl[Pt+2]Cl. Cell line: ACHN. Synergy scores: CSS=40.9, Synergy_ZIP=5.33, Synergy_Bliss=4.46, Synergy_Loewe=-12.0, Synergy_HSA=5.69.